Dataset: Full USPTO retrosynthesis dataset with 1.9M reactions from patents (1976-2016). Task: Predict the reactants needed to synthesize the given product. (1) Given the product [CH2:1]([C@H:8]1[N:13]([C:14]([C:16]2[N:17]=[CH:18][N:19]([C@H:27]3[CH2:32][CH2:31][CH2:30][CH2:29][C:28]3([CH2:43][C:44]([O:46][CH2:47][CH3:48])=[O:45])[OH:33])[C:20]=2[C:21]2[CH:26]=[CH:25][CH:24]=[CH:23][CH:22]=2)=[O:15])[CH2:12][CH2:11][N:10]([C:34]([O:36][C:37]([CH3:40])([CH3:39])[CH3:38])=[O:35])[CH2:9]1)[C:2]1[CH:7]=[CH:6][CH:5]=[CH:4][CH:3]=1, predict the reactants needed to synthesize it. The reactants are: [CH2:1]([C@H:8]1[N:13]([C:14]([C:16]2[N:17]=[CH:18][N:19]([C@H:27]3[CH2:32][CH2:31][CH2:30][CH2:29][C:28]3=[O:33])[C:20]=2[C:21]2[CH:26]=[CH:25][CH:24]=[CH:23][CH:22]=2)=[O:15])[CH2:12][CH2:11][N:10]([C:34]([O:36][C:37]([CH3:40])([CH3:39])[CH3:38])=[O:35])[CH2:9]1)[C:2]1[CH:7]=[CH:6][CH:5]=[CH:4][CH:3]=1.Br[Zn][CH2:43][C:44]([O:46][CH2:47][CH3:48])=[O:45].O. (2) Given the product [Cl:1][C:2]1[C:3]([O:12][C:13]2[CH:18]=[C:17]([O:19][CH2:20][CH2:21][O:22][CH3:23])[CH:16]=[CH:15][C:14]=2/[CH:24]=[CH:25]/[C:26]([NH:47][S:44]([CH2:43][C:42]([F:49])([F:48])[F:41])(=[O:46])=[O:45])=[O:27])=[N:4][CH:5]=[C:6]([C:8]([F:11])([F:9])[F:10])[CH:7]=1, predict the reactants needed to synthesize it. The reactants are: [Cl:1][C:2]1[C:3]([O:12][C:13]2[CH:18]=[C:17]([O:19][CH2:20][CH2:21][O:22][CH3:23])[CH:16]=[CH:15][C:14]=2/[CH:24]=[CH:25]/[C:26](O)=[O:27])=[N:4][CH:5]=[C:6]([C:8]([F:11])([F:10])[F:9])[CH:7]=1.Cl.C(N=C=NCCCN(C)C)C.[F:41][C:42]([F:49])([F:48])[CH2:43][S:44]([NH2:47])(=[O:46])=[O:45].Cl. (3) Given the product [CH3:18][N:17]1[C:38]([C:33]2[CH:34]=[CH:35][CH:36]=[C:37]3[C:32]=2[CH:31]=[CH:30][N:29]3[CH3:28])=[N:40][N:41]=[C:15]1[C:14]1[CH:19]=[CH:20][C:11]([OH:10])=[CH:12][CH:13]=1, predict the reactants needed to synthesize it. The reactants are: FC(F)(F)S(OC)(=O)=O.[OH:10][C:11]1[CH:20]=[CH:19][C:14]([C:15]([NH:17][CH3:18])=O)=[CH:13][CH:12]=1.C(N(CC)CC)C.[CH3:28][N:29]1[C:37]2[CH:36]=[CH:35][CH:34]=[C:33]([C:38]([NH:40][NH2:41])=O)[C:32]=2[CH:31]=[CH:30]1.